From a dataset of Forward reaction prediction with 1.9M reactions from USPTO patents (1976-2016). Predict the product of the given reaction. The product is: [CH2:10]([C:3]1([CH2:5][CH2:6][CH2:7][CH2:8][CH3:9])[CH:4]=[CH:2]1)[CH2:11][CH2:12][CH2:13][CH3:14]. Given the reactants Br[CH:2]1[CH2:4][C:3]1([CH2:10][CH2:11][CH2:12][CH2:13][CH3:14])[CH2:5][CH2:6][CH2:7][CH2:8][CH3:9].C(C1(CCCCC)CC1)CCCC.CC(C)([O-])C.[K+], predict the reaction product.